Dataset: Forward reaction prediction with 1.9M reactions from USPTO patents (1976-2016). Task: Predict the product of the given reaction. (1) Given the reactants [F:1][CH:2]([C:8]([O:10]CC)=O)[C:3]([O:5]CC)=[O:4].[OH-].[K+].[CH2:15]([NH2:22])[C:16]1[CH:21]=[CH:20][CH:19]=[CH:18][CH:17]=1, predict the reaction product. The product is: [CH2:15]([NH:22][C:8](=[O:10])[CH:2]([F:1])[C:3]([OH:5])=[O:4])[C:16]1[CH:21]=[CH:20][CH:19]=[CH:18][CH:17]=1. (2) Given the reactants [N+:1]([O-:4])(O)=[O:2].[F:5][C:6]1[CH:7]=[C:8]([CH:12]=[C:13]([O:15][CH3:16])[CH:14]=1)[C:9]([OH:11])=[O:10].C([O-])(O)=O.[Na+], predict the reaction product. The product is: [F:5][C:6]1[CH:14]=[C:13]([O:15][CH3:16])[C:12]([N+:1]([O-:4])=[O:2])=[C:8]([CH:7]=1)[C:9]([OH:11])=[O:10]. (3) The product is: [F:19][C:20]1[C:25]([F:26])=[CH:24][CH:23]=[CH:22][C:21]=1[C:27]1[N:35]=[C:30]2[CH:31]=[N:32][N:33]([CH2:11][C:10]3[CH:17]=[CH:18][C:7]([C:5]4[O:4][N:3]=[C:2]([CH3:1])[N:6]=4)=[CH:8][CH:9]=3)[CH:34]=[C:29]2[N:28]=1. Given the reactants [CH3:1][C:2]1[N:6]=[C:5]([C:7]2[CH:18]=[CH:17][C:10]([CH2:11]OS(C)(=O)=O)=[CH:9][CH:8]=2)[O:4][N:3]=1.[F:19][C:20]1[C:25]([F:26])=[CH:24][CH:23]=[CH:22][C:21]=1[C:27]1[N:35]=[C:30]2[CH:31]=[N:32][NH:33][CH:34]=[C:29]2[N:28]=1, predict the reaction product. (4) Given the reactants [Cl:1][C:2]1[CH:3]=[CH:4][C:5]([S:8][C:9]2[O:13][C:12]([C:14]3[CH:19]=[CH:18][C:17]([F:20])=[CH:16][CH:15]=3)=[N:11][C:10]=2[CH:21]=O)=[N:6][CH:7]=1.[NH2:23][C:24]1[CH:33]=[CH:32][C:27]([C:28]([O:30][CH3:31])=[O:29])=[CH:26][CH:25]=1.C(O)(=O)C.[BH-](OC(C)=O)(OC(C)=O)OC(C)=O.[Na+], predict the reaction product. The product is: [Cl:1][C:2]1[CH:3]=[CH:4][C:5]([S:8][C:9]2[O:13][C:12]([C:14]3[CH:15]=[CH:16][C:17]([F:20])=[CH:18][CH:19]=3)=[N:11][C:10]=2[CH2:21][NH:23][C:24]2[CH:25]=[CH:26][C:27]([C:28]([O:30][CH3:31])=[O:29])=[CH:32][CH:33]=2)=[N:6][CH:7]=1. (5) Given the reactants [CH2:1]1[C@@H:6]([C:7]#[N:8])[N:5]([C:9]([C@@H:11]([NH2:23])[C:12]23[CH2:21][C:19]4([OH:22])[CH2:20][CH:14]([CH2:15][CH:16]([CH2:18]4)[CH2:17]2)[CH2:13]3)=[O:10])[C@@H:4]2[C@H:2]1[CH2:3]2.[ClH:24].C(OCCCC)(=O)C, predict the reaction product. The product is: [CH2:1]1[C@@H:6]([C:7]#[N:8])[N:5]([C:9]([C@@H:11]([NH2:23])[C:12]23[CH2:21][C:19]4([OH:22])[CH2:20][CH:14]([CH2:15][CH:16]([CH2:18]4)[CH2:17]2)[CH2:13]3)=[O:10])[C@@H:4]2[C@H:2]1[CH2:3]2.[ClH:24]. (6) The product is: [CH:1]1([N:7]2[C:8]3[C:9]4[N:19]=[CH:18][N:17]([CH2:20][O:21][CH2:22][CH2:23][Si:24]([CH3:26])([CH3:25])[CH3:27])[C:10]=4[N:11]=[CH:12][C:13]=3[C:14](=[O:16])[CH:15]=[CH:28]2)[CH2:6][CH2:5][CH2:4][CH2:3][CH2:2]1. Given the reactants [CH:1]1([NH:7][C:8]2[C:13]([C:14](=[O:16])[CH3:15])=[CH:12][N:11]=[C:10]3[N:17]([CH2:20][O:21][CH2:22][CH2:23][Si:24]([CH3:27])([CH3:26])[CH3:25])[CH:18]=[N:19][C:9]=23)[CH2:6][CH2:5][CH2:4][CH2:3][CH2:2]1.[CH3:28]OC(OC)N(C)C, predict the reaction product. (7) Given the reactants Br[C:2]1[CH:7]=[C:6]([Br:8])[CH:5]=[CH:4][N:3]=1.[Br-].[CH:10]1([Zn+])[CH2:12][CH2:11]1.C([O-])(O)=O.[Na+], predict the reaction product. The product is: [Br:8][C:6]1[CH:5]=[CH:4][N:3]=[C:2]([CH:10]2[CH2:12][CH2:11]2)[CH:7]=1. (8) The product is: [F:8][C:9]1[C:14]([CH:15]([OH:17])[CH3:16])=[CH:13][CH:12]=[CH:11][N:10]=1. Given the reactants C(NC(C)C)(C)C.[F:8][C:9]1[CH:14]=[CH:13][CH:12]=[CH:11][N:10]=1.[CH:15](=[O:17])[CH3:16].O, predict the reaction product. (9) Given the reactants [F:1][C:2]1[CH:7]=[CH:6][C:5]([C:8]2[N:9]=[C:10]([CH:36]([CH3:38])[CH3:37])[N:11]([CH2:26][CH2:27][C@H:28]3[O:33][C:32](=[O:34])[CH2:31][C@H:30]([OH:35])[CH2:29]3)[C:12]=2[C:13]2[CH:18]=[CH:17][N:16]=[C:15]([NH:19][C:20]3[CH:25]=[CH:24][CH:23]=[CH:22][CH:21]=3)[N:14]=2)=[CH:4][CH:3]=1.[OH-:39].[Na+:40], predict the reaction product. The product is: [Na+:40].[F:1][C:2]1[CH:3]=[CH:4][C:5]([C:8]2[N:9]=[C:10]([CH:36]([CH3:37])[CH3:38])[N:11]([CH2:26][CH2:27][C@@H:28]([OH:33])[CH2:29][C@@H:30]([OH:35])[CH2:31][C:32]([O-:39])=[O:34])[C:12]=2[C:13]2[CH:18]=[CH:17][N:16]=[C:15]([NH:19][C:20]3[CH:21]=[CH:22][CH:23]=[CH:24][CH:25]=3)[N:14]=2)=[CH:6][CH:7]=1. (10) Given the reactants [N:1]1[CH:6]=[CH:5][C:4]([CH2:7][CH2:8][CH2:9]O)=[CH:3][CH:2]=1.C1(P(C2C=CC=CC=2)C2C=CC=CC=2)C=CC=CC=1.[Cl:30]N1C(=O)CCC1=O, predict the reaction product. The product is: [Cl:30][CH2:9][CH2:8][CH2:7][C:4]1[CH:5]=[CH:6][N:1]=[CH:2][CH:3]=1.